From a dataset of Forward reaction prediction with 1.9M reactions from USPTO patents (1976-2016). Predict the product of the given reaction. (1) Given the reactants [Cl:1][C:2]1[C:3]2[C:8]([CH:9]=[C:10]3[C:15]=1[N:14]=[C:13]([C:16]1[N:17]([C:25]4[C:30]([Cl:31])=[CH:29][CH:28]=[CH:27][N:26]=4)[N:18]=[C:19]([C:21]([F:24])([F:23])[F:22])[CH:20]=1)[O:12][C:11]3=[O:32])=[N:7][C:6]([CH3:33])=[C:5]([CH3:34])[N:4]=2.[CH:35]([NH2:38])([CH3:37])[CH3:36], predict the reaction product. The product is: [CH:35]([NH:38][C:11]([C:10]1[CH:9]=[C:8]2[C:3](=[C:2]([Cl:1])[C:15]=1[NH:14][C:13]([C:16]1[N:17]([C:25]3[C:30]([Cl:31])=[CH:29][CH:28]=[CH:27][N:26]=3)[N:18]=[C:19]([C:21]([F:22])([F:23])[F:24])[CH:20]=1)=[O:12])[N:4]=[C:5]([CH3:34])[C:6]([CH3:33])=[N:7]2)=[O:32])([CH3:37])[CH3:36]. (2) The product is: [F:1][C:2]1[CH:3]=[C:4]([CH:19]=[CH:20][CH:21]=1)[CH2:5][O:6][C:7]1[CH:15]=[CH:14][CH:13]=[C:9]2[C:8]=1[C:16](=[O:18])[N:23]([CH:24]1[CH2:30][CH2:29][C:28](=[O:31])[NH:27][C:25]1=[O:26])[C:10]2=[O:12]. Given the reactants [F:1][C:2]1[CH:3]=[C:4]([CH:19]=[CH:20][CH:21]=1)[CH2:5][O:6][C:7]1[CH:15]=[CH:14][CH:13]=[C:9]([C:10]([OH:12])=O)[C:8]=1[C:16]([OH:18])=O.Cl.[NH2:23][CH:24]1[CH2:30][CH2:29][C:28](=[O:31])[NH:27][C:25]1=[O:26], predict the reaction product. (3) Given the reactants C(P(=O)(OCC)OCC)#N.[F:11][C:12]1[CH:17]=[CH:16][C:15]([C@H:18]2[CH2:23][CH2:22][CH2:21][C@@H:20]([CH:24]=[CH2:25])[NH:19]2)=[CH:14][CH:13]=1.[CH:26]([CH2:28][C:29](O)=[O:30])=[CH2:27].Cl, predict the reaction product. The product is: [F:11][C:12]1[CH:13]=[CH:14][C:15]([C@H:18]2[CH2:23][CH2:22][CH2:21][C@@H:20]([CH:24]=[CH2:25])[N:19]2[C:29](=[O:30])[CH2:28][CH:26]=[CH2:27])=[CH:16][CH:17]=1. (4) Given the reactants [CH2:1]1[CH2:6][CH2:5][Si:4]([Cl:8])(Cl)[CH2:3][CH2:2]1.NC(N)=O.[C:13]([O:17][CH2:18][C:19]1[CH:24]=[CH:23][CH:22]=[CH:21][CH:20]=1)(=[O:16])[CH2:14][OH:15], predict the reaction product. The product is: [Cl:8][Si:4]1([O:15][CH2:14][C:13]([O:17][CH2:18][C:19]2[CH:24]=[CH:23][CH:22]=[CH:21][CH:20]=2)=[O:16])[CH2:3][CH2:2][CH2:1][CH2:6][CH2:5]1. (5) The product is: [CH3:1][C:2]1[CH:3]=[C:4]([NH2:17])[C:5]2[O:9][CH2:8][CH2:7][C:6]=2[C:10]=1[CH:11]1[CH2:16][CH2:15][NH:14][CH2:13][CH2:12]1. Given the reactants [CH3:1][C:2]1[CH:3]=[C:4]([NH2:17])[C:5]2[O:9][CH2:8][CH2:7][C:6]=2[C:10]=1[C:11]1[CH:16]=[CH:15][N:14]=[CH:13][CH:12]=1, predict the reaction product. (6) The product is: [Cl:1][C:2]1[CH:7]=[CH:6][N:5]=[C:4]([NH:8][C:26]([C:23]2[N:22]=[N:21][N:20]([C:17]3[CH:18]=[CH:19][C:14]([F:13])=[CH:15][CH:16]=3)[C:24]=2[CH3:25])=[O:27])[N:3]=1. Given the reactants [Cl:1][C:2]1[CH:7]=[CH:6][N:5]=[C:4]([NH2:8])[N:3]=1.C[Al](C)C.[F:13][C:14]1[CH:19]=[CH:18][C:17]([N:20]2[C:24]([CH3:25])=[C:23]([C:26](OC)=[O:27])[N:22]=[N:21]2)=[CH:16][CH:15]=1, predict the reaction product.